Predict the reaction yield, written as a fraction of the theoretical maximum amount of product (1.0 means a 100% yield; for example, 0.34 means a 34% yield). From a dataset of Reaction yield outcomes from USPTO patents with 853,638 reactions. (1) The reactants are [Cl:1][C:2]1[N:10]=[CH:9][C:8]([F:11])=[CH:7][C:3]=1[C:4]([NH2:6])=O.CCN(CC)CC.C(OC(C(F)(F)F)=O)(C(F)(F)F)=O. The catalyst is C(Cl)Cl. The product is [Cl:1][C:2]1[N:10]=[CH:9][C:8]([F:11])=[CH:7][C:3]=1[C:4]#[N:6]. The yield is 0.860. (2) The reactants are [CH3:1][C:2]1[CH:7]=[C:6]([C:8]([F:11])([F:10])[F:9])[CH:5]=[CH:4][C:3]=1[C@H:12]1[CH2:17][C@@H:16]([C:18]2[O:22][NH:21][C:20](=[O:23])[CH:19]=2)[CH2:15][CH2:14][N:13]1C(OC)=O.Br. No catalyst specified. The product is [CH3:1][C:2]1[CH:7]=[C:6]([C:8]([F:9])([F:10])[F:11])[CH:5]=[CH:4][C:3]=1[C@H:12]1[CH2:17][C@@H:16]([C:18]2[O:22][NH:21][C:20](=[O:23])[CH:19]=2)[CH2:15][CH2:14][NH:13]1. The yield is 0.650.